Dataset: Full USPTO retrosynthesis dataset with 1.9M reactions from patents (1976-2016). Task: Predict the reactants needed to synthesize the given product. (1) Given the product [C:21]([O:25][C:26]([CH:28]1[CH2:32][CH:31]([O:20][C:7]2[C:6]3[C:11](=[C:12]([CH3:13])[C:3]([O:2][CH3:1])=[CH:4][CH:5]=3)[N:10]=[C:9]([C:14]3[CH:15]=[CH:16][CH:17]=[CH:18][CH:19]=3)[N:8]=2)[CH2:30][CH:29]1[C:34](=[O:46])[NH:35][C:36]1([C:41]([O:43][CH2:44][CH3:45])=[O:42])[CH2:38][CH:37]1[CH:39]=[CH2:40])=[O:27])([CH3:24])([CH3:22])[CH3:23], predict the reactants needed to synthesize it. The reactants are: [CH3:1][O:2][C:3]1[C:12]([CH3:13])=[C:11]2[C:6]([C:7]([OH:20])=[N:8][C:9]([C:14]3[CH:19]=[CH:18][CH:17]=[CH:16][CH:15]=3)=[N:10]2)=[CH:5][CH:4]=1.[C:21]([O:25][C:26]([C@@H:28]1[CH2:32][C@@H:31](O)[CH2:30][C@H:29]1[C:34](=[O:46])[NH:35][C@:36]1([C:41]([O:43][CH2:44][CH3:45])=[O:42])[CH2:38][C@H:37]1[CH:39]=[CH2:40])=[O:27])([CH3:24])([CH3:23])[CH3:22]. (2) Given the product [CH3:1][C:2]1[CH:7]=[C:6]([CH:8]2[CH2:13][CH2:12][NH:11][CH2:10][CH2:9]2)[CH:5]=[CH:4][C:3]=1[C:14]1[C:15]2[CH:22]=[C:21]([CH2:23][O:24][C:25]3[CH:26]=[CH:27][C:28]([C@@H:31]([C:38]#[C:39][CH3:40])[CH2:32][C:33]([OH:35])=[O:34])=[CH:29][CH:30]=3)[CH:20]=[CH:19][C:16]=2[S:17][CH:18]=1, predict the reactants needed to synthesize it. The reactants are: [CH3:1][C:2]1[CH:7]=[C:6]([CH:8]2[CH2:13][CH2:12][NH:11][CH2:10][CH2:9]2)[CH:5]=[CH:4][C:3]=1[C:14]1[C:15]2[CH:22]=[C:21]([CH2:23][O:24][C:25]3[CH:30]=[CH:29][C:28]([C@@H:31]([C:38]#[C:39][CH3:40])[CH2:32][C:33]([O:35]CC)=[O:34])=[CH:27][CH:26]=3)[CH:20]=[CH:19][C:16]=2[S:17][CH:18]=1.[OH-].[Na+].Cl.